This data is from Catalyst prediction with 721,799 reactions and 888 catalyst types from USPTO. The task is: Predict which catalyst facilitates the given reaction. (1) The catalyst class is: 2. Product: [CH3:32][S:33]([O:12][CH:10]([C:8]1=[CH:9][N:5]([C:1]([CH3:4])([CH3:2])[CH3:3])[S:6]/[C:7]/1=[N:13]\[C:14]([C:15]1[CH:20]=[C:19]([Cl:21])[CH:18]=[CH:17][C:16]=1[O:22][CH3:23])=[O:24])[CH3:11])(=[O:35])=[O:34]. Reactant: [C:1]([N:5]1[CH:9]=[C:8]([CH:10]([OH:12])[CH3:11])/[C:7](=[N:13]/[C:14](=[O:24])[C:15]2[CH:20]=[C:19]([Cl:21])[CH:18]=[CH:17][C:16]=2[O:22][CH3:23])/[S:6]1)([CH3:4])([CH3:3])[CH3:2].C(N(CC)CC)C.[CH3:32][S:33](Cl)(=[O:35])=[O:34].O. (2) Reactant: [Cl:1][C:2]1[CH:3]=[C:4]([C:12]2([C:28]([F:31])([F:30])[F:29])[O:16][N:15]=[C:14]([C:17]3[CH:22]=[CH:21][C:20]([C:23]4([F:27])[CH2:26][NH:25][CH2:24]4)=[CH:19][CH:18]=3)[CH2:13]2)[CH:5]=[C:6]([C:8]([F:11])([F:10])[F:9])[CH:7]=1.C(N(CC)CC)C.[S:39](Cl)([CH3:42])(=[O:41])=[O:40]. Product: [Cl:1][C:2]1[CH:3]=[C:4]([C:12]2([C:28]([F:31])([F:29])[F:30])[O:16][N:15]=[C:14]([C:17]3[CH:22]=[CH:21][C:20]([C:23]4([F:27])[CH2:26][N:25]([S:39]([CH3:42])(=[O:41])=[O:40])[CH2:24]4)=[CH:19][CH:18]=3)[CH2:13]2)[CH:5]=[C:6]([C:8]([F:11])([F:10])[F:9])[CH:7]=1. The catalyst class is: 64.